This data is from Forward reaction prediction with 1.9M reactions from USPTO patents (1976-2016). The task is: Predict the product of the given reaction. The product is: [CH3:1][O:2][C:3]([C:4]1[CH:12]2[N:8]([C:13]([O:15][C:16]([CH3:19])([CH3:18])[CH3:17])=[O:14])[CH:9]([C:5]=1[Br:6])[CH:10]=[CH:11]2)=[O:7]. Given the reactants [CH3:1][O:2][C:3](=[O:7])[C:4]#[C:5][Br:6].[N:8]1([C:13]([O:15][C:16]([CH3:19])([CH3:18])[CH3:17])=[O:14])[CH:12]=[CH:11][CH:10]=[CH:9]1, predict the reaction product.